From a dataset of Catalyst prediction with 721,799 reactions and 888 catalyst types from USPTO. Predict which catalyst facilitates the given reaction. Reactant: [O:1]=[C:2]1[NH:11][CH2:10][C@@H:9]2[C@H:4]([CH2:5][CH2:6][CH2:7][CH2:8]2)[N:3]1[CH:12]1[CH2:17][CH2:16][N:15]([C:18]2([CH3:31])[CH2:23][CH2:22][N:21](C(OC(C)(C)C)=O)[CH2:20][CH2:19]2)[CH2:14][CH2:13]1.O1CCOCC1. Product: [CH3:31][C:18]1([N:15]2[CH2:16][CH2:17][CH:12]([N:3]3[C@@H:4]4[C@H:9]([CH2:8][CH2:7][CH2:6][CH2:5]4)[CH2:10][NH:11][C:2]3=[O:1])[CH2:13][CH2:14]2)[CH2:23][CH2:22][NH:21][CH2:20][CH2:19]1. The catalyst class is: 240.